Task: Predict the product of the given reaction.. Dataset: Forward reaction prediction with 1.9M reactions from USPTO patents (1976-2016) (1) The product is: [C:32]([O:31][C:29]([N:26]1[CH2:27][CH2:28][N:23]([S:20]([C:11]2[NH:10][C:18]3[C:13]([CH:12]=2)=[CH:14][C:15]([Cl:19])=[CH:16][CH:17]=3)(=[O:22])=[O:21])[CH2:24][CH:25]1[CH2:36][CH2:37][OH:38])=[O:30])([CH3:35])([CH3:34])[CH3:33]. Given the reactants C1(S([N:10]2[C:18]3[C:13](=[CH:14][C:15]([Cl:19])=[CH:16][CH:17]=3)[CH:12]=[C:11]2[S:20]([N:23]2[CH2:28][CH2:27][N:26]([C:29]([O:31][C:32]([CH3:35])([CH3:34])[CH3:33])=[O:30])[CH:25]([CH2:36][CH2:37][O:38][Si](C(C)(C)C)(C3C=CC=CC=3)C3C=CC=CC=3)[CH2:24]2)(=[O:22])=[O:21])(=O)=O)C=CC=CC=1.[F-].C([N+](CCCC)(CCCC)CCCC)CCC, predict the reaction product. (2) The product is: [CH2:18]([O:19][CH2:20][CH:21]([CH2:26][CH3:27])[CH2:22][CH2:23][CH2:24][CH3:25])[CH:17]1[O:28][CH2:16]1. Given the reactants C(C1OC1)Cl.C(C(CCCC)CO)C.Cl[CH2:16][CH:17]([OH:28])[CH2:18][O:19][CH2:20][CH:21]([CH2:26][CH3:27])[CH2:22][CH2:23][CH2:24][CH3:25].CC(C)([O-])C.[K+], predict the reaction product. (3) Given the reactants [Br:1][C:2]1[CH:23]=[CH:22][C:5]([CH2:6][C:7]2[NH:8][CH:9]=[C:10]([C:12]3[CH:17]=[CH:16][C:15]([S:18]([CH3:21])(=[O:20])=[O:19])=[CH:14][CH:13]=3)[N:11]=2)=[CH:4][CH:3]=1.F[C:25]1[CH:30]=[CH:29][C:28]([N+:31]([O-:33])=[O:32])=[CH:27][CH:26]=1, predict the reaction product. The product is: [Br:1][C:2]1[CH:23]=[CH:22][C:5]([CH2:6][C:7]2[N:8]([C:25]3[CH:30]=[CH:29][C:28]([N+:31]([O-:33])=[O:32])=[CH:27][CH:26]=3)[CH:9]=[C:10]([C:12]3[CH:17]=[CH:16][C:15]([S:18]([CH3:21])(=[O:19])=[O:20])=[CH:14][CH:13]=3)[N:11]=2)=[CH:4][CH:3]=1. (4) Given the reactants [Cl:1][C:2]1[CH:10]=[CH:9][C:5]([C:6]([OH:8])=O)=[CH:4][C:3]=1[NH:11][C:12]([C:14]1[C:15](=[O:26])[NH:16][C:17]2[C:22]([CH:23]=1)=[CH:21][N:20]=[C:19]([O:24][CH3:25])[CH:18]=2)=[O:13].[C:27]([O:31][C:32](=[O:43])[NH:33][CH2:34][CH:35]([NH2:42])[C:36]1[CH:41]=[CH:40][CH:39]=[CH:38][CH:37]=1)([CH3:30])([CH3:29])[CH3:28], predict the reaction product. The product is: [C:27]([O:31][C:32](=[O:43])[NH:33][CH2:34][CH:35]([NH:42][C:6](=[O:8])[C:5]1[CH:9]=[CH:10][C:2]([Cl:1])=[C:3]([NH:11][C:12]([C:14]2[C:15](=[O:26])[NH:16][C:17]3[C:22]([CH:23]=2)=[CH:21][N:20]=[C:19]([O:24][CH3:25])[CH:18]=3)=[O:13])[CH:4]=1)[C:36]1[CH:37]=[CH:38][CH:39]=[CH:40][CH:41]=1)([CH3:30])([CH3:28])[CH3:29].